Dataset: Forward reaction prediction with 1.9M reactions from USPTO patents (1976-2016). Task: Predict the product of the given reaction. (1) The product is: [Cl:1][C:2]1[CH:3]=[C:4]([N:24]([C@H:27]2[CH2:32][CH2:31][C@H:30]([N:33]([CH3:35])[CH3:34])[CH2:29][CH2:28]2)[CH2:25][CH3:26])[C:5]([CH3:23])=[C:6]([CH:22]=1)[C:7]([NH:9][CH2:10][C:11]1[C:15](=[O:16])[N:14]([CH:18]([CH3:20])[CH3:19])[NH:13][C:12]=1[CH3:21])=[O:8]. Given the reactants [Cl:1][C:2]1[CH:3]=[C:4]([N:24]([C@H:27]2[CH2:32][CH2:31][C@H:30]([N:33]([CH3:35])[CH3:34])[CH2:29][CH2:28]2)[CH2:25][CH3:26])[C:5]([CH3:23])=[C:6]([CH:22]=1)[C:7]([NH:9][CH2:10][C:11]1[C:12]([CH3:21])=[N:13][N:14]([CH:18]([CH3:20])[CH3:19])[C:15]=1[O:16]C)=[O:8], predict the reaction product. (2) Given the reactants [F:1][C:2]([F:25])([F:24])[C:3]1[CH:8]=[CH:7][C:6]([CH:9]2[C:18]3[N:17]=[CH:16][CH:15]=[CH:14][C:13]=3[CH:12]=[CH:11][N:10]2[C:19]([O:21][CH2:22][CH3:23])=[O:20])=[CH:5][CH:4]=1, predict the reaction product. The product is: [F:25][C:2]([F:1])([F:24])[C:3]1[CH:4]=[CH:5][C:6]([CH:9]2[C:18]3[N:17]=[CH:16][CH:15]=[CH:14][C:13]=3[CH2:12][CH2:11][N:10]2[C:19]([O:21][CH2:22][CH3:23])=[O:20])=[CH:7][CH:8]=1. (3) The product is: [CH:21]1([NH:27][C:16]([C:15]2[CH:14]=[CH:13][C:12]([C@@H:10]3[CH2:11][C@H:9]3[NH:8][C:6](=[O:7])[O:5][C:1]([CH3:2])([CH3:3])[CH3:4])=[CH:20][CH:19]=2)=[O:18])[CH2:26][CH2:25][CH2:24][CH2:23][CH2:22]1. Given the reactants [C:1]([O:5][C:6]([NH:8][C@@H:9]1[CH2:11][C@H:10]1[C:12]1[CH:20]=[CH:19][C:15]([C:16]([OH:18])=O)=[CH:14][CH:13]=1)=[O:7])([CH3:4])([CH3:3])[CH3:2].[CH:21]1([NH2:27])[CH2:26][CH2:25][CH2:24][CH2:23][CH2:22]1.ON1C2C=CC=CC=2N=N1.Cl.C(N=C=NCCCN(C)C)C.Cl, predict the reaction product.